Task: Regression. Given a peptide amino acid sequence and an MHC pseudo amino acid sequence, predict their binding affinity value. This is MHC class I binding data.. Dataset: Peptide-MHC class I binding affinity with 185,985 pairs from IEDB/IMGT (1) The peptide sequence is GQMAWGYGF. The MHC is HLA-B73:01 with pseudo-sequence HLA-B73:01. The binding affinity (normalized) is 0.0847. (2) The peptide sequence is ETIVLMAVHCM. The MHC is Mamu-A11 with pseudo-sequence Mamu-A11. The binding affinity (normalized) is 0.0838.